From a dataset of Reaction yield outcomes from USPTO patents with 853,638 reactions. Predict the reaction yield, written as a fraction of the theoretical maximum amount of product (1.0 means a 100% yield; for example, 0.34 means a 34% yield). (1) The reactants are C1(C(C2C=CC=CC=2)(C2C=CC=CC=2)[S:8][CH2:9][CH2:10][CH2:11][CH:12]([C:18]([OH:20])=[O:19])[CH2:13][CH2:14][C:15]([OH:17])=[O:16])C=CC=CC=1.C([SiH](C(C)C)C(C)C)(C)C. The catalyst is C(Cl)Cl. The product is [SH:8][CH2:9][CH2:10][CH2:11][CH:12]([CH2:13][CH2:14][C:15]([OH:17])=[O:16])[C:18]([OH:20])=[O:19]. The yield is 0.760. (2) The reactants are CO[CH:3](OC)[CH2:4][O:5][C:6]1[CH:11]=[CH:10][C:9]([I:12])=[CH:8][C:7]=1[CH3:13]. The catalyst is ClC1C=CC=CC=1. The product is [I:12][C:9]1[CH:8]=[C:7]([CH3:13])[C:6]2[O:5][CH:4]=[CH:3][C:11]=2[CH:10]=1. The yield is 0.530. (3) The reactants are C(=O)([O-])[O-].[Cs+].[Cs+].Br[C:8]1[CH:9]=[N:10][CH:11]=[C:12]([O:14][CH3:15])[CH:13]=1.[C:16]([O:20][C:21]([NH:23][CH2:24][CH2:25][B-](F)(F)F)=[O:22])([CH3:19])([CH3:18])[CH3:17].[K+].C12(P(C34CC5CC(CC(C5)C3)C4)CCCC)CC3CC(CC(C3)C1)C2. The catalyst is C([O-])(=O)C.[Pd+2].C([O-])(=O)C.O.C1(C)C=CC=CC=1. The product is [C:16]([O:20][C:21](=[O:22])[NH:23][CH2:24][CH2:25][C:8]1[CH:9]=[N:10][CH:11]=[C:12]([O:14][CH3:15])[CH:13]=1)([CH3:19])([CH3:18])[CH3:17]. The yield is 0.610.